From a dataset of Full USPTO retrosynthesis dataset with 1.9M reactions from patents (1976-2016). Predict the reactants needed to synthesize the given product. (1) Given the product [CH2:2]([O:4][C:5]([C:7]1[C:8]2[S:16][CH:15]=[C:14]([CH2:17][O:18][C:19]3[CH:24]=[CH:23][CH:22]=[C:21]([CH2:25][NH:26][C:27]4[CH:32]=[CH:31][CH:30]=[CH:29][CH:28]=4)[CH:20]=3)[C:9]=2[C:10]([NH2:1])=[N:11][CH:12]=1)=[O:6])[CH3:3], predict the reactants needed to synthesize it. The reactants are: [NH3:1].[CH2:2]([O:4][C:5]([C:7]1[C:8]2[S:16][CH:15]=[C:14]([CH2:17][O:18][C:19]3[CH:24]=[CH:23][CH:22]=[C:21]([CH2:25][NH:26][C:27]4[CH:32]=[CH:31][CH:30]=[CH:29][CH:28]=4)[CH:20]=3)[C:9]=2[C:10](Cl)=[N:11][CH:12]=1)=[O:6])[CH3:3]. (2) Given the product [NH2:14][C:9]1[CH:10]=[CH:11][CH:12]=[C:13]2[C:8]=1[C:7](=[O:17])[C:6]1([NH:18][C:19]([C:21]3[C:22]4[C:27]([N:28]=[C:29]5[C:34]=3[CH:33]=[CH:32][CH:31]=[CH:30]5)=[CH:26][CH:25]=[CH:24][CH:23]=4)=[O:20])[C:5]3[CH:35]=[CH:36][C:37]([CH:39]([CH3:40])[CH3:41])=[CH:38][C:4]=3[O:3][C:2]12[OH:1], predict the reactants needed to synthesize it. The reactants are: [OH:1][C:2]12[C:13]3[C:8](=[C:9]([N+:14]([O-])=O)[CH:10]=[CH:11][CH:12]=3)[C:7](=[O:17])[C:6]1([NH:18][C:19]([C:21]1[C:22]3[C:27]([N:28]=[C:29]4[C:34]=1[CH:33]=[CH:32][CH:31]=[CH:30]4)=[CH:26][CH:25]=[CH:24][CH:23]=3)=[O:20])[C:5]1[CH:35]=[CH:36][C:37]([CH:39]([CH3:41])[CH3:40])=[CH:38][C:4]=1[O:3]2.C(O)C. (3) Given the product [Cl:1][C:2]1[C:6]([CH3:7])=[CH:5][S:4][C:3]=1[C:8]1[N:14]([CH2:15][CH:16]([CH3:18])[CH3:17])[C:12](=[O:13])[NH:11][N:10]=1, predict the reactants needed to synthesize it. The reactants are: [Cl:1][C:2]1[C:6]([CH3:7])=[CH:5][S:4][C:3]=1[C:8]([NH:10][NH:11][C:12]([NH:14][CH2:15][CH:16]([CH3:18])[CH3:17])=[O:13])=O. (4) Given the product [Cl:33][C:34]1[CH:39]=[C:38]([N:19]2[C:20]3[C:16](=[CH:15][C:14]([C:12]([N:9]4[CH2:8][CH2:7][N:6]([CH:1]5[CH2:5][CH2:4][CH2:3][CH2:2]5)[CH2:11][CH2:10]4)=[O:13])=[CH:22][CH:21]=3)[CH:17]=[C:18]2[C:23]([N:25]2[CH2:26][CH2:27][C:28]([F:31])([F:32])[CH2:29][CH2:30]2)=[O:24])[CH:37]=[CH:36][CH:35]=1, predict the reactants needed to synthesize it. The reactants are: [CH:1]1([N:6]2[CH2:11][CH2:10][N:9]([C:12]([C:14]3[CH:15]=[C:16]4[C:20](=[CH:21][CH:22]=3)[NH:19][C:18]([C:23]([N:25]3[CH2:30][CH2:29][C:28]([F:32])([F:31])[CH2:27][CH2:26]3)=[O:24])=[CH:17]4)=[O:13])[CH2:8][CH2:7]2)[CH2:5][CH2:4][CH2:3][CH2:2]1.[Cl:33][C:34]1[CH:35]=[C:36](B(O)O)[CH:37]=[CH:38][CH:39]=1.N1C=CC=CC=1.